Dataset: Catalyst prediction with 721,799 reactions and 888 catalyst types from USPTO. Task: Predict which catalyst facilitates the given reaction. Reactant: [F:1][C:2]1[C:3]([C:14]2[N:18]([CH3:19])[C:17]3[CH:20]=[CH:21][CH:22]=[CH:23][C:16]=3[N:15]=2)=[CH:4][C:5]([N:8]2[CH2:13][CH2:12][NH:11][CH2:10][CH2:9]2)=[N:6][CH:7]=1.CCN(C(C)C)C(C)C.C(O[CH2:37][CH2:38][S:39](Cl)(=[O:41])=[O:40])(=O)C. Product: [CH:38]([S:39]([N:11]1[CH2:10][CH2:9][N:8]([C:5]2[CH:4]=[C:3]([C:14]3[N:18]([CH3:19])[C:17]4[CH:20]=[CH:21][CH:22]=[CH:23][C:16]=4[N:15]=3)[C:2]([F:1])=[CH:7][N:6]=2)[CH2:13][CH2:12]1)(=[O:41])=[O:40])=[CH2:37]. The catalyst class is: 2.